This data is from NCI-60 drug combinations with 297,098 pairs across 59 cell lines. The task is: Regression. Given two drug SMILES strings and cell line genomic features, predict the synergy score measuring deviation from expected non-interaction effect. (1) Drug 1: CCCCC(=O)OCC(=O)C1(CC(C2=C(C1)C(=C3C(=C2O)C(=O)C4=C(C3=O)C=CC=C4OC)O)OC5CC(C(C(O5)C)O)NC(=O)C(F)(F)F)O. Drug 2: B(C(CC(C)C)NC(=O)C(CC1=CC=CC=C1)NC(=O)C2=NC=CN=C2)(O)O. Cell line: MDA-MB-435. Synergy scores: CSS=87.9, Synergy_ZIP=6.34, Synergy_Bliss=6.82, Synergy_Loewe=-37.7, Synergy_HSA=6.71. (2) Drug 1: C#CCC(CC1=CN=C2C(=N1)C(=NC(=N2)N)N)C3=CC=C(C=C3)C(=O)NC(CCC(=O)O)C(=O)O. Drug 2: C1CC(=O)NC(=O)C1N2C(=O)C3=CC=CC=C3C2=O. Cell line: MDA-MB-435. Synergy scores: CSS=2.77, Synergy_ZIP=9.70, Synergy_Bliss=-1.68, Synergy_Loewe=-11.1, Synergy_HSA=-6.35. (3) Drug 1: C(CC(=O)O)C(=O)CN.Cl. Drug 2: CCC1(C2=C(COC1=O)C(=O)N3CC4=CC5=C(C=CC(=C5CN(C)C)O)N=C4C3=C2)O.Cl. Cell line: NCI-H522. Synergy scores: CSS=31.8, Synergy_ZIP=-2.96, Synergy_Bliss=-3.34, Synergy_Loewe=-14.4, Synergy_HSA=-0.849. (4) Drug 1: C1CCN(CC1)CCOC2=CC=C(C=C2)C(=O)C3=C(SC4=C3C=CC(=C4)O)C5=CC=C(C=C5)O. Drug 2: C1C(C(OC1N2C=NC3=C(N=C(N=C32)Cl)N)CO)O. Cell line: COLO 205. Synergy scores: CSS=5.19, Synergy_ZIP=-2.49, Synergy_Bliss=1.13, Synergy_Loewe=-20.6, Synergy_HSA=-5.50.